This data is from Full USPTO retrosynthesis dataset with 1.9M reactions from patents (1976-2016). The task is: Predict the reactants needed to synthesize the given product. (1) Given the product [C:1]1([O:7][C:8](=[O:22])[NH:9][C@H:10]([C:14]2[C:19]([F:20])=[C:18]([Cl:21])[CH:17]=[CH:16][N:15]=2)[CH2:11][CH:12]=[O:26])[CH:6]=[CH:5][CH:4]=[CH:3][CH:2]=1, predict the reactants needed to synthesize it. The reactants are: [C:1]1([O:7][C:8](=[O:22])[NH:9][C@H:10]([C:14]2[C:19]([F:20])=[C:18]([Cl:21])[CH:17]=[CH:16][N:15]=2)[CH2:11][CH:12]=C)[CH:6]=[CH:5][CH:4]=[CH:3][CH:2]=1.Cl.ClC(OC1C=CC=CC=1)=[O:26]. (2) The reactants are: [OH:1][C:2]1[C:3](=[O:16])[N:4]([CH3:15])[C:5]2[C:10]([C:11]=1[C:12](Cl)=[O:13])=[CH:9][CH:8]=[CH:7][CH:6]=2.[NH2:17][C@H:18]([C:20]1[CH:21]=[C:22]([N:26]2[CH2:31][CH2:30][N:29]([C:32]([O:34][CH2:35][C:36]3[CH:41]=[CH:40][CH:39]=[CH:38][CH:37]=3)=[O:33])[CH2:28][CH2:27]2)[CH:23]=[CH:24][CH:25]=1)[CH3:19]. Given the product [OH:1][C:2]1[C:3](=[O:16])[N:4]([CH3:15])[C:5]2[C:10]([C:11]=1[C:12]([NH:17][C@H:18]([C:20]1[CH:21]=[C:22]([N:26]3[CH2:27][CH2:28][N:29]([C:32]([O:34][CH2:35][C:36]4[CH:41]=[CH:40][CH:39]=[CH:38][CH:37]=4)=[O:33])[CH2:30][CH2:31]3)[CH:23]=[CH:24][CH:25]=1)[CH3:19])=[O:13])=[CH:9][CH:8]=[CH:7][CH:6]=2, predict the reactants needed to synthesize it.